From a dataset of Reaction yield outcomes from USPTO patents with 853,638 reactions. Predict the reaction yield, written as a fraction of the theoretical maximum amount of product (1.0 means a 100% yield; for example, 0.34 means a 34% yield). (1) The reactants are BrN1C(C)(C)C(=O)N(Br)C1=O.[CH3:12][C:13]1[N:22]=[CH:21][C:20]2[CH2:19][CH2:18][CH:17]3[CH:23]([CH3:30])[C:24](=[O:29])[CH:25]([C:27]#[N:28])[CH2:26][C:16]3([C:31]3[CH:36]=[CH:35][CH:34]=[CH:33][CH:32]=3)[C:15]=2[N:14]=1.N1C=CC=CC=1. The catalyst is CN(C)C=O. The product is [CH3:12][C:13]1[N:22]=[CH:21][C:20]2[CH2:19][CH2:18][CH:17]3[CH:23]([CH3:30])[C:24](=[O:29])[C:25]([C:27]#[N:28])=[CH:26][C:16]3([C:31]3[CH:32]=[CH:33][CH:34]=[CH:35][CH:36]=3)[C:15]=2[N:14]=1. The yield is 0.200. (2) The reactants are C(=O)([O-])[O-].[K+].[K+].[C:7]([O:11][C:12]([N:14]1[CH2:19][CH2:18][N:17]([C:20]([O:22][CH2:23][C:24]2[CH:29]=[CH:28][CH:27]=[C:26]([OH:30])[CH:25]=2)=[O:21])[CH2:16][CH2:15]1)=[O:13])([CH3:10])([CH3:9])[CH3:8].Br[CH2:32][CH2:33][C:34]1[CH:39]=[CH:38][CH:37]=[CH:36][CH:35]=1. The catalyst is CC(C)=O. The product is [C:7]([O:11][C:12]([N:14]1[CH2:19][CH2:18][N:17]([C:20]([O:22][CH2:23][C:24]2[CH:29]=[CH:28][CH:27]=[C:26]([O:30][CH2:32][CH2:33][C:34]3[CH:39]=[CH:38][CH:37]=[CH:36][CH:35]=3)[CH:25]=2)=[O:21])[CH2:16][CH2:15]1)=[O:13])([CH3:10])([CH3:8])[CH3:9]. The yield is 0.480.